From a dataset of Reaction yield outcomes from USPTO patents with 853,638 reactions. Predict the reaction yield, written as a fraction of the theoretical maximum amount of product (1.0 means a 100% yield; for example, 0.34 means a 34% yield). (1) The reactants are Cl[C:2]1[C:7]([CH:8]=O)=[C:6]([Cl:10])[N:5]=[C:4]([S:11][CH3:12])[N:3]=1.CCN(CC)CC.[F:20][C:21]1[CH:27]=[C:26]([F:28])[CH:25]=[CH:24][C:22]=1[NH2:23].C[O:30][C:31]([CH2:33]P(=O)(OCC(F)(F)F)OCC(F)(F)F)=O. The catalyst is C1COCC1.ClCCl. The product is [Cl:10][C:6]1[C:7]2[CH:8]=[CH:33][C:31](=[O:30])[N:23]([C:22]3[CH:24]=[CH:25][C:26]([F:28])=[CH:27][C:21]=3[F:20])[C:2]=2[N:3]=[C:4]([S:11][CH3:12])[N:5]=1. The yield is 0.520. (2) The reactants are C(OC([N:11]1[CH2:15][CH:14]2[CH2:16][CH:17]([CH2:19][O:20][C:21]3[CH:30]=[C:29]4[C:24]([C:25]([O:31][C:32]5[CH:37]=[CH:36][C:35]([N+:38]([O-:40])=[O:39])=[CH:34][C:33]=5[F:41])=[CH:26][CH:27]=[N:28]4)=[CH:23][C:22]=3[O:42][CH3:43])[CH2:18][CH:13]2[CH2:12]1)=O)C1C=CC=CC=1.Br. The catalyst is C(O)(=O)C.CCOC(C)=O. The product is [F:41][C:33]1[CH:34]=[C:35]([N+:38]([O-:40])=[O:39])[CH:36]=[CH:37][C:32]=1[O:31][C:25]1[C:24]2[C:29](=[CH:30][C:21]([O:20][CH2:19][CH:17]3[CH2:18][CH:13]4[CH2:12][NH:11][CH2:15][CH:14]4[CH2:16]3)=[C:22]([O:42][CH3:43])[CH:23]=2)[N:28]=[CH:27][CH:26]=1. The yield is 0.950. (3) The reactants are O1CCOCC1.[C:7]([O:11][C:12]([N:14]1[CH2:18][CH2:17][CH2:16][C@H:15]1[C:19]1[NH:20][C:21]([C:24]2[CH:29]=[CH:28][C:27](Br)=[CH:26][CH:25]=2)=[CH:22][N:23]=1)=[O:13])([CH3:10])([CH3:9])[CH3:8].[B:31]1([B:31]2[O:35][C:34]([CH3:37])([CH3:36])[C:33]([CH3:39])([CH3:38])[O:32]2)[O:35][C:34]([CH3:37])([CH3:36])[C:33]([CH3:39])([CH3:38])[O:32]1.C([O-])(=O)C.[K+]. The catalyst is C(OCC)(=O)C.C1C=CC([P]([Pd]([P](C2C=CC=CC=2)(C2C=CC=CC=2)C2C=CC=CC=2)([P](C2C=CC=CC=2)(C2C=CC=CC=2)C2C=CC=CC=2)[P](C2C=CC=CC=2)(C2C=CC=CC=2)C2C=CC=CC=2)(C2C=CC=CC=2)C2C=CC=CC=2)=CC=1. The product is [C:7]([O:11][C:12]([N:14]1[CH2:18][CH2:17][CH2:16][C@H:15]1[C:19]1[NH:20][C:21]([C:24]2[CH:29]=[CH:28][C:27]([B:31]3[O:35][C:34]([CH3:37])([CH3:36])[C:33]([CH3:39])([CH3:38])[O:32]3)=[CH:26][CH:25]=2)=[CH:22][N:23]=1)=[O:13])([CH3:10])([CH3:9])[CH3:8]. The yield is 0.760. (4) The reactants are C(OC([NH:8][CH:9]([C:40]([NH:42][CH3:43])=[O:41])[CH2:10][N:11]1[CH:15]([CH3:16])[C:14]2[CH:17]=[C:18]([C:21]3[C:29]4[C:24](=[CH:25][C:26]([F:30])=[CH:27][CH:28]=4)[NH:23][C:22]=3C(OC(C)(C)C)=O)[CH:19]=[CH:20][C:13]=2[S:12]1(=[O:39])=[O:38])=O)(C)(C)C. The catalyst is Cl.CC(=O)OCC. The product is [NH2:8][CH:9]([CH2:10][N:11]1[CH:15]([CH3:16])[C:14]2[CH:17]=[C:18]([C:21]3[C:29]4[C:24](=[CH:25][C:26]([F:30])=[CH:27][CH:28]=4)[NH:23][CH:22]=3)[CH:19]=[CH:20][C:13]=2[S:12]1(=[O:38])=[O:39])[C:40]([NH:42][CH3:43])=[O:41]. The yield is 0.430.